This data is from Full USPTO retrosynthesis dataset with 1.9M reactions from patents (1976-2016). The task is: Predict the reactants needed to synthesize the given product. (1) The reactants are: [C:1]1([C:7]2[CH:15]=[CH:14][C:10]([C:11]([OH:13])=O)=[CH:9][CH:8]=2)[CH2:6][CH2:5][CH2:4][CH2:3][CH:2]=1.C(Cl)(=O)C(Cl)=O.[CH:22]1[CH:23]=[CH:24][N:25]2[CH2:31][C:30]3[CH:32]=[CH:33][CH:34]=[CH:35][C:29]=3[NH:28][CH2:27][C:26]=12.C(N(CC)C(C)C)(C)C.Cl. Given the product [CH:22]1[CH:23]=[CH:24][N:25]2[CH2:31][C:30]3[CH:32]=[CH:33][CH:34]=[CH:35][C:29]=3[N:28]([C:11]([C:10]3[CH:9]=[CH:8][C:7]([C:1]4[CH2:6][CH2:5][CH2:4][CH2:3][CH:2]=4)=[CH:15][CH:14]=3)=[O:13])[CH2:27][C:26]=12, predict the reactants needed to synthesize it. (2) Given the product [CH3:1][NH:2][C:3]([C:5]1[CH:10]=[C:9]([O:11][C:12]2[CH:13]=[CH:14][C:15]([NH:18][C:19]([NH:21][C:22]3[CH:35]=[CH:34][C:25]4[O:26][C:27]([F:32])([F:33])[O:28][C:29]([F:30])([F:31])[C:24]=4[CH:23]=3)=[O:20])=[C:16]([S:49]([CH3:38])(=[O:53])=[O:51])[CH:17]=2)[CH:8]=[CH:7][N:6]=1)=[O:4], predict the reactants needed to synthesize it. The reactants are: [CH3:1][NH:2][C:3]([C:5]1[CH:10]=[C:9]([O:11][C:12]2[CH:17]=[CH:16][C:15]([NH:18][C:19]([NH:21][C:22]3[CH:35]=[CH:34][C:25]4[O:26][C:27]([F:33])([F:32])[O:28][C:29]([F:31])([F:30])[C:24]=4[CH:23]=3)=[O:20])=[C:14](SC)[CH:13]=2)[CH:8]=[CH:7][N:6]=1)=[O:4].[CH:38]1C=C(Cl)C=C(C(OO)=O)C=1.[S:49]([O-:53])([O-])(=[O:51])=S.[Na+].[Na+]. (3) Given the product [Cl:1][C:2]1[CH:19]=[CH:18][CH:17]=[CH:16][C:3]=1[CH2:4][O:5][C:6]1[CH:12]=[CH:11][C:9]([NH:10][S:34]([C:31]2[CH:32]=[CH:33][C:28]([CH3:38])=[CH:29][CH:30]=2)(=[O:36])=[O:35])=[C:8]([NH:13][S:23]([C:18]2[CH:17]=[CH:16][C:3]([CH3:4])=[CH:2][CH:19]=2)(=[O:24])=[O:25])[CH:7]=1, predict the reactants needed to synthesize it. The reactants are: [Cl:1][C:2]1[CH:19]=[CH:18][CH:17]=[CH:16][C:3]=1[CH2:4][O:5][C:6]1[CH:12]=[CH:11][C:9]([NH2:10])=[C:8]([N+:13]([O-])=O)[CH:7]=1.S([S:23]([O-:25])=[O:24])([O-])=O.[Na+].[Na+].[C:28]1([CH3:38])[CH:33]=[CH:32][C:31]([S:34](Cl)(=[O:36])=[O:35])=[CH:30][CH:29]=1.Cl. (4) Given the product [O:16]1[C:15]2[CH:19]=[CH:20][C:12]([C:3]3[C:4]([O:8][CH2:9][CH2:10][O:11][C:27]4[N:28]=[CH:29][C:24]([Cl:23])=[CH:25][N:26]=4)=[N:5][N:6]([CH3:7])[C:2]=3[NH2:1])=[CH:13][C:14]=2[O:18][CH2:17]1, predict the reactants needed to synthesize it. The reactants are: [NH2:1][C:2]1[N:6]([CH3:7])[N:5]=[C:4]([O:8][CH2:9][CH2:10][OH:11])[C:3]=1[C:12]1[CH:20]=[CH:19][C:15]2[O:16][CH2:17][O:18][C:14]=2[CH:13]=1.[H-].[Na+].[Cl:23][C:24]1[CH:25]=[N:26][C:27](S(C)(=O)=O)=[N:28][CH:29]=1.[Cl-].[NH4+]. (5) The reactants are: [CH2:1]1[CH:5]2[CH2:6][NH:7][CH2:8][CH:4]2[CH2:3][N:2]1C(OCCCC)=O.Br[C:17]1[CH:18]=[N:19][CH:20]=[C:21]([CH:27]=1)[C:22]([O:24][CH2:25][CH3:26])=[O:23].C1(P(C2C=CC=CC=2)C2[C:48]3OC4C(=CC=CC=4P(C4C=CC=CC=4)C4C=CC=CC=4)[C:40](C)(C)[C:39]=3[CH:38]=CC=2)C=CC=CC=1.[C:70](=[O:73])([O-])[O-:71].[Cs+].[Cs+]. Given the product [CH2:25]([O:24][C:22]([C:21]1[CH:27]=[C:17]([N:7]2[CH2:8][CH:4]3[CH2:3][N:2]([C:70]([O:71][C:39]([CH3:40])([CH3:48])[CH3:38])=[O:73])[CH2:1][CH:5]3[CH2:6]2)[CH:18]=[N:19][CH:20]=1)=[O:23])[CH3:26], predict the reactants needed to synthesize it. (6) Given the product [F:28][CH:18]([F:17])[C:19]1[C:23]([C:24]([NH:16][C:11]2[CH:12]=[CH:13][CH:14]=[CH:15][C:10]=2[C:4]2[CH:3]=[C:2]([F:1])[C:7]([F:8])=[C:6]([F:9])[CH:5]=2)=[O:25])=[CH:22][N:21]([CH3:27])[N:20]=1, predict the reactants needed to synthesize it. The reactants are: [F:1][C:2]1[CH:3]=[C:4]([C:10]2[CH:15]=[CH:14][CH:13]=[CH:12][C:11]=2[NH2:16])[CH:5]=[C:6]([F:9])[C:7]=1[F:8].[F:17][CH:18]([F:28])[C:19]1[C:23]([C:24](Cl)=[O:25])=[CH:22][N:21]([CH3:27])[N:20]=1. (7) Given the product [CH3:17][O:18][C:19](=[O:39])[CH2:20][CH2:21][C:22]1[CH:27]=[CH:26][C:25]([O:28][CH2:29][CH2:30][C@@H:31]([O:8][C:5]2[CH:6]=[CH:7][C:2]([Cl:1])=[CH:3][C:4]=2[O:9][C:10]2[CH:15]=[CH:14][CH:13]=[C:12]([F:16])[CH:11]=2)[CH3:32])=[CH:24][C:23]=1[CH3:38], predict the reactants needed to synthesize it. The reactants are: [Cl:1][C:2]1[CH:7]=[CH:6][C:5]([OH:8])=[C:4]([O:9][C:10]2[CH:15]=[CH:14][CH:13]=[C:12]([F:16])[CH:11]=2)[CH:3]=1.[CH3:17][O:18][C:19](=[O:39])[CH2:20][CH2:21][C:22]1[CH:27]=[CH:26][C:25]([O:28][CH2:29][CH2:30][CH:31](OS(C)(=O)=O)[CH3:32])=[CH:24][C:23]=1[CH3:38]. (8) Given the product [Br:22][C:23]([CH3:28])([CH3:27])[C:24]([NH:1][C:2]1[C:3]([OH:16])=[CH:4][C:5]([C:12]([F:13])([F:14])[F:15])=[C:6]([CH:11]=1)[C:7]([O:9][CH3:10])=[O:8])=[O:25], predict the reactants needed to synthesize it. The reactants are: [NH2:1][C:2]1[C:3]([OH:16])=[CH:4][C:5]([C:12]([F:15])([F:14])[F:13])=[C:6]([CH:11]=1)[C:7]([O:9][CH3:10])=[O:8].C(=O)([O-])O.[Na+].[Br:22][C:23]([CH3:28])([CH3:27])[C:24](Br)=[O:25].